From a dataset of Peptide-MHC class II binding affinity with 134,281 pairs from IEDB. Regression. Given a peptide amino acid sequence and an MHC pseudo amino acid sequence, predict their binding affinity value. This is MHC class II binding data. The peptide sequence is ATGLCFFGVALFCGCGHEAL. The MHC is H-2-IAs with pseudo-sequence H-2-IAs. The binding affinity (normalized) is 0.